From a dataset of Forward reaction prediction with 1.9M reactions from USPTO patents (1976-2016). Predict the product of the given reaction. (1) Given the reactants [C:1]([O:5][C:6]([N:8]([C:12]([O:14][C:15]([CH3:18])([CH3:17])[CH3:16])=[O:13])[C:9]([NH2:11])=[NH:10])=[O:7])([CH3:4])([CH3:3])[CH3:2].C(N(CC)CC)C.[F:26][C:27]([F:40])([F:39])[S:28](O[S:28]([C:27]([F:40])([F:39])[F:26])(=[O:30])=[O:29])(=[O:30])=[O:29], predict the reaction product. The product is: [C:12]([N:8]([C:6]([O:5][C:1]([CH3:4])([CH3:3])[CH3:2])=[O:7])[C:9]([NH:11][S:28]([C:27]([F:40])([F:39])[F:26])(=[O:30])=[O:29])=[NH:10])([O:14][C:15]([CH3:18])([CH3:17])[CH3:16])=[O:13]. (2) Given the reactants [NH2:1][C:2]1[C:7]([CH3:8])=[CH:6][C:5]([CH:9]([CH:11]2[CH2:13][CH2:12]2)O)=[CH:4][C:3]=1[CH3:14].C([SiH](CC)CC)C.FC(F)(F)C(O)=O.[Cl:29]CCl, predict the reaction product. The product is: [ClH:29].[CH:11]1([CH2:9][C:5]2[CH:4]=[C:3]([CH3:14])[C:2]([NH2:1])=[C:7]([CH3:8])[CH:6]=2)[CH2:12][CH2:13]1. (3) Given the reactants [OH:1][C:2]1[CH:3]=[C:4]([C:8]2[C:17]3[C:12](=[C:13]([C:18]([F:21])([F:20])[F:19])[CH:14]=[CH:15][CH:16]=3)[N:11]=[CH:10][C:9]=2[C:22]([C:24]2[CH:29]=[CH:28][CH:27]=[CH:26][CH:25]=2)=[O:23])[CH:5]=[CH:6][CH:7]=1.[Br:30][C:31]1[CH:36]=[CH:35][C:34]([CH2:37]Br)=[C:33]([O:39][CH3:40])[CH:32]=1, predict the reaction product. The product is: [Br:30][C:31]1[CH:36]=[CH:35][C:34]([CH2:37][O:1][C:2]2[CH:3]=[C:4]([C:8]3[C:17]4[C:12](=[C:13]([C:18]([F:21])([F:19])[F:20])[CH:14]=[CH:15][CH:16]=4)[N:11]=[CH:10][C:9]=3[C:22]([C:24]3[CH:25]=[CH:26][CH:27]=[CH:28][CH:29]=3)=[O:23])[CH:5]=[CH:6][CH:7]=2)=[C:33]([O:39][CH3:40])[CH:32]=1. (4) Given the reactants [OH:1][C:2]1[CH:3]=[CH:4][C:5]([C:8]([O:10][CH3:11])=[O:9])=[N:6][CH:7]=1.ClC1C=CC=C(C(OO)=[O:20])C=1, predict the reaction product. The product is: [OH:1][C:2]1[CH:7]=[N+:6]([O-:20])[C:5]([C:8]([O:10][CH3:11])=[O:9])=[CH:4][CH:3]=1. (5) Given the reactants [NH2:1][C:2]1[CH:3]=[C:4]2[C:8](=[CH:9][CH:10]=1)[NH:7][CH:6]=[C:5]2[C:11](=[O:17])[C:12]([N:14]([CH3:16])[CH3:15])=[O:13].[C:18]1([S:28](Cl)(=[O:30])=[O:29])[C:27]2[C:22](=[CH:23][CH:24]=[CH:25][CH:26]=2)[CH:21]=[CH:20][CH:19]=1, predict the reaction product. The product is: [CH3:16][N:14]([CH3:15])[C:12](=[O:13])[C:11]([C:5]1[C:4]2[C:8](=[CH:9][CH:10]=[C:2]([NH:1][S:28]([C:18]3[C:27]4[C:22](=[CH:23][CH:24]=[CH:25][CH:26]=4)[CH:21]=[CH:20][CH:19]=3)(=[O:30])=[O:29])[CH:3]=2)[NH:7][CH:6]=1)=[O:17].